Dataset: Peptide-MHC class I binding affinity with 185,985 pairs from IEDB/IMGT. Task: Regression. Given a peptide amino acid sequence and an MHC pseudo amino acid sequence, predict their binding affinity value. This is MHC class I binding data. The peptide sequence is SDDTWNDEY. The MHC is HLA-A02:02 with pseudo-sequence HLA-A02:02. The binding affinity (normalized) is 0.